From a dataset of Forward reaction prediction with 1.9M reactions from USPTO patents (1976-2016). Predict the product of the given reaction. (1) Given the reactants [Cl:1][C:2]1[CH:3]=[CH:4][C:5]([O:17][CH2:18][C:19]2[CH:24]=[CH:23][CH:22]=[CH:21][CH:20]=2)=[C:6]([CH2:8][C:9]2[S:10][CH:11]=[C:12]([C:14]([NH2:16])=O)[N:13]=2)[CH:7]=1, predict the reaction product. The product is: [Cl:1][C:2]1[CH:3]=[CH:4][C:5]([O:17][CH2:18][C:19]2[CH:20]=[CH:21][CH:22]=[CH:23][CH:24]=2)=[C:6]([CH2:8][C:9]2[S:10][CH:11]=[C:12]([C:14]#[N:16])[N:13]=2)[CH:7]=1. (2) Given the reactants [CH2:1]([S:8][CH2:9][CH2:10][CH2:11][CH2:12][C:13]([C:15]1[O:16][C:17]([C:20]2[CH:25]=[CH:24][CH:23]=[CH:22][N:21]=2)=[CH:18][N:19]=1)=[O:14])[C:2]1[CH:7]=[CH:6][CH:5]=[CH:4][CH:3]=1.C1C=C(Cl)C=C(C(OO)=[O:34])C=1, predict the reaction product. The product is: [CH2:1]([S:8]([CH2:9][CH2:10][CH2:11][CH2:12][C:13]([C:15]1[O:16][C:17]([C:20]2[CH:25]=[CH:24][CH:23]=[CH:22][N:21]=2)=[CH:18][N:19]=1)=[O:14])=[O:34])[C:2]1[CH:7]=[CH:6][CH:5]=[CH:4][CH:3]=1. (3) Given the reactants [Mg].II.Br[C:5]1[CH:6]=[CH:7][C:8]([Cl:13])=[C:9]([O:11][CH3:12])[CH:10]=1.[C:14]([N:21]1[CH2:26][CH2:25][CH2:24][CH2:23][C:22]1=O)([O:16][C:17]([CH3:20])([CH3:19])[CH3:18])=[O:15].C1C[O:31]CC1, predict the reaction product. The product is: [C:17]([O:16][C:14]([N:21]1[CH2:26][CH2:25][C:24]([C:5]2[CH:6]=[CH:7][C:8]([Cl:13])=[C:9]([O:11][CH3:12])[CH:10]=2)([OH:31])[CH2:23][CH2:22]1)=[O:15])([CH3:20])([CH3:19])[CH3:18]. (4) The product is: [Cl:45][C:8]1[CH:7]=[N:16][C:15]2[C:10](=[CH:11][CH:12]=[C:13]([CH2:17][C:18]([O:20][CH2:21][CH3:22])=[O:19])[CH:14]=2)[N:9]=1. Given the reactants O=P(Cl)(Cl)Cl.O=[C:7]1[NH:16][C:15]2[C:10](=[CH:11][CH:12]=[C:13]([CH2:17][C:18]([O:20][CH2:21][CH3:22])=[O:19])[CH:14]=2)[N:9]=[CH:8]1.O=C1C=NC2C(=CC=C(CC(OCC)=O)C=2)N1.CN(C=O)C.[Cl:45]C1C=NC2C(N=1)=CC(CC(OCC)=O)=CC=2, predict the reaction product. (5) The product is: [N+:13]([C:5]1[CH:4]=[C:3]([OH:2])[CH:8]=[C:7]([C:9]([F:10])([F:11])[F:12])[CH:6]=1)([O-:15])=[O:14]. Given the reactants C[O:2][C:3]1[CH:8]=[C:7]([C:9]([F:12])([F:11])[F:10])[CH:6]=[C:5]([N+:13]([O-:15])=[O:14])[CH:4]=1.Cl.N1C=CC=CC=1, predict the reaction product. (6) Given the reactants [H-].[Al+3].[Li+].[H-].[H-].[H-].[NH2:7][C:8]1[CH:25]=[CH:24][CH:23]=[CH:22][C:9]=1[C:10]([NH:12][C:13]1[CH:18]=[CH:17][C:16]([O:19][CH3:20])=[C:15]([F:21])[CH:14]=1)=O, predict the reaction product. The product is: [NH2:7][C:8]1[CH:25]=[CH:24][CH:23]=[CH:22][C:9]=1[CH2:10][NH:12][C:13]1[CH:18]=[CH:17][C:16]([O:19][CH3:20])=[C:15]([F:21])[CH:14]=1. (7) Given the reactants [NH:1]1[C:5]2=[N:6][CH:7]=[CH:8][C:9]([C:10]3[O:14][C:13]([SH:15])=[N:12][N:11]=3)=[C:4]2[CH:3]=[CH:2]1.[F:16][C:17]1[CH:18]=[C:19]([CH:22]=[CH:23][CH:24]=1)[CH2:20]Br, predict the reaction product. The product is: [F:16][C:17]1[CH:18]=[C:19]([CH:22]=[CH:23][CH:24]=1)[CH2:20][S:15][C:13]1[O:14][C:10]([C:9]2[CH:8]=[CH:7][N:6]=[C:5]3[NH:1][CH:2]=[CH:3][C:4]=23)=[N:11][N:12]=1.